The task is: Predict the product of the given reaction.. This data is from Forward reaction prediction with 1.9M reactions from USPTO patents (1976-2016). (1) Given the reactants C[O:2][C:3](=[O:40])[C:4]([C:7]1[CH:12]=[CH:11][C:10]([NH:13][C:14]([N:16]([C:23]2[N:24]([C:32]3[CH:37]=[CH:36][C:35]([Cl:38])=[CH:34][CH:33]=3)[N:25]=[C:26]3[C:31]=2[CH:30]=[CH:29][CH:28]=[CH:27]3)[CH:17]2[CH2:22][CH2:21][CH2:20][CH2:19][CH2:18]2)=[O:15])=[C:9]([F:39])[CH:8]=1)([CH3:6])[CH3:5].[OH-].[Li+], predict the reaction product. The product is: [Cl:38][C:35]1[CH:36]=[CH:37][C:32]([N:24]2[C:23]([N:16]([CH:17]3[CH2:18][CH2:19][CH2:20][CH2:21][CH2:22]3)[C:14](=[O:15])[NH:13][C:10]3[CH:11]=[CH:12][C:7]([C:4]([CH3:6])([CH3:5])[C:3]([OH:40])=[O:2])=[CH:8][C:9]=3[F:39])=[C:31]3[C:26]([CH:27]=[CH:28][CH:29]=[CH:30]3)=[N:25]2)=[CH:33][CH:34]=1. (2) Given the reactants [OH:1][C@H:2]([CH3:6])[C:3](N)=O.F[B-](F)(F)F.C([O+](CC)CC)C.[NH2:19][C:20]1[C:21]([NH:29][C@@H:30]2[CH2:35][C@@H:34]([NH:36][C:37](=[O:46])[O:38][CH2:39][C:40]3[CH:45]=[CH:44][CH:43]=[CH:42][CH:41]=3)[C@@H:33]([CH2:47][C:48]#[N:49])[CH2:32][CH2:31]2)=[C:22]2[S:28][CH:27]=[CH:26][C:23]2=[N:24][CH:25]=1, predict the reaction product. The product is: [C:48]([CH2:47][C@H:33]1[CH2:32][CH2:31][C@H:30]([N:29]2[C:21]3=[C:22]4[S:28][CH:27]=[CH:26][C:23]4=[N:24][CH:25]=[C:20]3[N:19]=[C:3]2[C@H:2]([OH:1])[CH3:6])[CH2:35][C@H:34]1[NH:36][C:37](=[O:46])[O:38][CH2:39][C:40]1[CH:45]=[CH:44][CH:43]=[CH:42][CH:41]=1)#[N:49]. (3) Given the reactants [Cl:1][C:2]1[CH:7]=[C:6]([CH3:8])[C:5]([OH:9])=[C:4]([CH3:10])[CH:3]=1.Br[CH2:12][C:13]([O:15][CH3:16])=[O:14].C(=O)([O-])[O-].[Cs+].[Cs+], predict the reaction product. The product is: [Cl:1][C:2]1[CH:7]=[C:6]([CH3:8])[C:5]([O:9][CH2:12][C:13]([O:15][CH3:16])=[O:14])=[C:4]([CH3:10])[CH:3]=1.